From a dataset of Full USPTO retrosynthesis dataset with 1.9M reactions from patents (1976-2016). Predict the reactants needed to synthesize the given product. (1) Given the product [Cl:10][C:11]1[CH:12]=[CH:13][C:14]([N:1]2[CH:5]=[CH:4][N:3]=[C:2]2[CH:6]=[O:7])=[C:15]([C:17](=[O:18])[C:19]2[CH:24]=[CH:23][CH:22]=[C:21]([O:25][CH3:26])[C:20]=2[O:27][CH3:28])[CH:16]=1, predict the reactants needed to synthesize it. The reactants are: [NH:1]1[CH:5]=[CH:4][N:3]=[C:2]1[CH:6]=[O:7].[H-].[Na+].[Cl:10][C:11]1[CH:12]=[CH:13][C:14](F)=[C:15]([C:17]([C:19]2[CH:24]=[CH:23][CH:22]=[C:21]([O:25][CH3:26])[C:20]=2[O:27][CH3:28])=[O:18])[CH:16]=1.C(OCC)(=O)C. (2) Given the product [C:19]([O:23][C:24]([NH:1][C@H:2]1[CH2:3][CH2:4][C@H:5]([C:8]([O:10][CH3:11])=[O:9])[CH2:6][CH2:7]1)=[O:25])([CH3:22])([CH3:21])[CH3:20], predict the reactants needed to synthesize it. The reactants are: [NH2:1][C@H:2]1[CH2:7][CH2:6][C@H:5]([C:8]([O:10][CH3:11])=[O:9])[CH2:4][CH2:3]1.C(N(CC)CC)C.[C:19]([O:23][C:24](O[C:24]([O:23][C:19]([CH3:22])([CH3:21])[CH3:20])=[O:25])=[O:25])([CH3:22])([CH3:21])[CH3:20]. (3) Given the product [CH3:12][N:13]([CH3:15])[CH:14]=[CH:2][C:1]([C:4]1[CH:9]=[CH:8][CH:7]=[CH:6][CH:5]=1)=[O:3], predict the reactants needed to synthesize it. The reactants are: [C:1]([C:4]1[CH:9]=[CH:8][CH:7]=[CH:6][CH:5]=1)(=[O:3])[CH3:2].CO[CH:12](OC)[N:13]([CH3:15])[CH3:14].